The task is: Binary Classification. Given a T-cell receptor sequence (or CDR3 region) and an epitope sequence, predict whether binding occurs between them.. This data is from TCR-epitope binding with 47,182 pairs between 192 epitopes and 23,139 TCRs. The epitope is RLRAEAQVK. The TCR CDR3 sequence is CASGFGGMNTEAFF. Result: 1 (the TCR binds to the epitope).